This data is from Catalyst prediction with 721,799 reactions and 888 catalyst types from USPTO. The task is: Predict which catalyst facilitates the given reaction. (1) Reactant: F[C:2]1[CH:7]=[CH:6][C:5]([N+:8]([O-:10])=[O:9])=[CH:4][C:3]=1[C:11]([F:14])([F:13])[F:12].[CH3:15][NH:16][CH3:17].[H-].[Na+].O. Product: [CH3:15][N:16]([CH3:17])[C:2]1[CH:7]=[CH:6][C:5]([N+:8]([O-:10])=[O:9])=[CH:4][C:3]=1[C:11]([F:14])([F:13])[F:12]. The catalyst class is: 7. (2) Reactant: [NH2:1][C:2]1[C:7]([C:8]([C:10]2[C:15]([O:16][CH3:17])=[CH:14][CH:13]=[C:12]([F:18])[C:11]=2F)=[O:9])=[CH:6][N:5]=[C:4]([NH:20][CH:21]2[CH2:26][CH2:25][N:24]([S:27]([CH3:30])(=[O:29])=[O:28])[CH2:23][CH2:22]2)[N:3]=1.[CH3:31][O-:32].[Na+]. Product: [NH2:1][C:2]1[C:7]([C:8]([C:10]2[C:15]([O:16][CH3:17])=[CH:14][CH:13]=[C:12]([F:18])[C:11]=2[O:32][CH3:31])=[O:9])=[CH:6][N:5]=[C:4]([NH:20][CH:21]2[CH2:22][CH2:23][N:24]([S:27]([CH3:30])(=[O:29])=[O:28])[CH2:25][CH2:26]2)[N:3]=1. The catalyst class is: 5. (3) Reactant: [CH3:1][C:2]([OH:13])([CH3:12])[CH2:3][N:4]1[CH:8]=[CH:7][C:6]([N+:9]([O-:11])=[O:10])=[N:5]1.CN(C)C=O.[CH2:19]([Si:21](Cl)([CH2:24][CH3:25])[CH2:22][CH3:23])[CH3:20].N1C=CN=C1. Product: [CH3:12][C:2]([O:13][Si:21]([CH2:24][CH3:25])([CH2:22][CH3:23])[CH2:19][CH3:20])([CH3:1])[CH2:3][N:4]1[CH:8]=[CH:7][C:6]([N+:9]([O-:11])=[O:10])=[N:5]1. The catalyst class is: 13. (4) Reactant: [C:1]([CH2:9][C:10]#[N:11])(=[O:8])[C:2]1[CH:7]=[CH:6][CH:5]=[CH:4][CH:3]=1.O[CH:13]1[CH2:18]SC(O)C[S:14]1.C(NCC)C. Product: [NH2:11][C:10]1[S:14][CH:13]=[CH:18][C:9]=1[C:1](=[O:8])[C:2]1[CH:7]=[CH:6][CH:5]=[CH:4][CH:3]=1. The catalyst class is: 8. (5) Reactant: [CH2:1]([OH:8])[C:2]1[CH:7]=[CH:6][CH:5]=[CH:4][CH:3]=1.[C:9](Cl)(=[O:20])[O:10][C:11]1[CH:16]=[CH:15][C:14]([N+:17]([O-:19])=[O:18])=[CH:13][CH:12]=1. Product: [C:9](=[O:20])([O:10][C:11]1[CH:12]=[CH:13][C:14]([N+:17]([O-:19])=[O:18])=[CH:15][CH:16]=1)[O:8][CH2:1][C:2]1[CH:7]=[CH:6][CH:5]=[CH:4][CH:3]=1. The catalyst class is: 17.